The task is: Predict the reaction yield, written as a fraction of the theoretical maximum amount of product (1.0 means a 100% yield; for example, 0.34 means a 34% yield).. This data is from Reaction yield outcomes from USPTO patents with 853,638 reactions. The reactants are [H-].[Na+].[N+:3]([C:6]1[CH:20]=[CH:19][C:9]([CH2:10]P(=O)(OCC)OCC)=[CH:8][CH:7]=1)([O-:5])=[O:4].[F:21][C:22]1[CH:23]=[C:24]([CH:27]=[CH:28][CH:29]=1)[CH:25]=O.C(OCC)(=O)C. The catalyst is CN(C)C=O. The product is [F:21][C:22]1[CH:29]=[CH:28][CH:27]=[C:24](/[CH:25]=[CH:10]/[C:9]2[CH:8]=[CH:7][C:6]([N+:3]([O-:5])=[O:4])=[CH:20][CH:19]=2)[CH:23]=1. The yield is 0.820.